From a dataset of hERG Central: cardiac toxicity at 1µM, 10µM, and general inhibition. Predict hERG channel inhibition at various concentrations. (1) The compound is Cc1ccc2cc(CN(CC3CCCO3)C(=O)NC3CCCCC3)c(=O)[nH]c2c1C. Results: hERG_inhib (hERG inhibition (general)): blocker. (2) The drug is CC(NC(=O)c1cc2c(=O)n3ccccc3nc2n(CC2CCCO2)c1=N)c1ccccc1. Results: hERG_inhib (hERG inhibition (general)): blocker. (3) Results: hERG_inhib (hERG inhibition (general)): blocker. The molecule is Cl.OC(COc1ccc(Cl)cc1)CN1C2=NCCCN2c2ccccc21. (4) The molecule is COc1ccccc1N1CCN(C/C=C/c2ccc(N(C)C)cc2)CC1. Results: hERG_inhib (hERG inhibition (general)): blocker. (5) The drug is COc1ccc(C(CCN2CCCC2)c2c(O)cc(OC)cc2OC)cc1. Results: hERG_inhib (hERG inhibition (general)): blocker. (6) The drug is COc1ccc(S(=O)(=O)N(C)c2ccc(C(=O)NC3CCCC3)cc2)cc1. Results: hERG_inhib (hERG inhibition (general)): blocker.